From a dataset of Catalyst prediction with 721,799 reactions and 888 catalyst types from USPTO. Predict which catalyst facilitates the given reaction. (1) Reactant: C(=O)([O-])[O-].[Cs+].[Cs+].[Cl:7][C:8]1[CH:29]=[CH:28][C:11]([CH2:12][NH:13][C:14]([C:16]2[C:17]([OH:27])=[C:18]3[CH:24]=[C:23]([CH2:25][OH:26])[S:22][C:19]3=[N:20][CH:21]=2)=[O:15])=[CH:10][CH:9]=1.I[CH2:31][CH2:32][CH2:33][O:34][CH:35]1[CH2:40][CH2:39][CH2:38][CH2:37][O:36]1. Product: [Cl:7][C:8]1[CH:9]=[CH:10][C:11]([CH2:12][NH:13][C:14]([C:16]2[C:17](=[O:27])[C:18]3[CH:24]=[C:23]([CH2:25][OH:26])[S:22][C:19]=3[N:20]([CH2:31][CH2:32][CH2:33][O:34][CH:35]3[CH2:40][CH2:39][CH2:38][CH2:37][O:36]3)[CH:21]=2)=[O:15])=[CH:28][CH:29]=1. The catalyst class is: 3. (2) Reactant: Cl.[Cl:2][C:3]1[CH:8]=[CH:7][N:6]=[C:5]([C:9](Cl)=[O:10])[CH:4]=1.[CH3:12][N:13]([CH3:15])[NH2:14].C(N(CC)C(C)C)(C)C. Product: [Cl:2][C:3]1[CH:8]=[CH:7][N:6]=[C:5]([C:9]([NH:14][N:13]([CH3:15])[CH3:12])=[O:10])[CH:4]=1. The catalyst class is: 249. (3) Reactant: [NH2:1][C:2]1[C:3]2[C:10](I)=[CH:9][N:8]([C@@H:12]3[CH2:15][C@H:14]([CH2:16][OH:17])[CH2:13]3)[C:4]=2[N:5]=[CH:6][N:7]=1.[CH3:18][C:19]12[O:25][C:22]([CH2:26][O:27][C:28]3[CH:33]=[CH:32][CH:31]=[C:30](B4OC(C)(C)C(C)(C)O4)[CH:29]=3)([CH2:23][CH2:24]1)[CH2:21][CH2:20]2.C(=O)([O-])[O-].[Na+].[Na+].O. Product: [NH2:1][C:2]1[C:3]2[C:10]([C:32]3[CH:31]=[CH:30][CH:29]=[C:28]([O:27][CH2:26][C:22]45[O:25][C:19]([CH3:18])([CH2:24][CH2:23]4)[CH2:20][CH2:21]5)[CH:33]=3)=[CH:9][N:8]([C@@H:12]3[CH2:15][C@H:14]([CH2:16][OH:17])[CH2:13]3)[C:4]=2[N:5]=[CH:6][N:7]=1. The catalyst class is: 3. (4) The catalyst class is: 618. Product: [O:28]([CH2:27][CH2:26][N:1]1[CH2:6][CH2:5][CH2:4][CH:3]([O:7][C:8]2[CH:9]=[C:10]3[C:15](=[CH:16][CH:17]=2)[C:14]([NH2:18])=[N:13][CH:12]=[CH:11]3)[CH2:2]1)[C:29]1[CH:34]=[CH:33][CH:32]=[CH:31][CH:30]=1. Reactant: [NH:1]1[CH2:6][CH2:5][CH2:4][CH:3]([O:7][C:8]2[CH:9]=[C:10]3[C:15](=[CH:16][CH:17]=2)[C:14]([NH2:18])=[N:13][CH:12]=[CH:11]3)[CH2:2]1.C(=O)([O-])[O-].[K+].[K+].Br[CH2:26][CH2:27][O:28][C:29]1[CH:34]=[CH:33][CH:32]=[CH:31][CH:30]=1. (5) Reactant: [Br:1][C:2]1[CH:3]=[C:4]([CH:7]=[CH:8][C:9]=1[OH:10])[CH:5]=[O:6].C(Cl)Cl.C(N(C(C)C)CC)(C)C.[CH3:23][O:24][CH2:25][CH2:26][O:27][CH2:28]Cl. Product: [Br:1][C:2]1[CH:3]=[C:4]([CH:7]=[CH:8][C:9]=1[O:10][CH2:23][O:24][CH2:25][CH2:26][O:27][CH3:28])[CH:5]=[O:6]. The catalyst class is: 1. (6) Reactant: [Cl:1][C:2]1[CH:7]=[CH:6][C:5]([C:8]2[NH:12][C:11]([C:13]([O:15][CH2:16][CH3:17])=[O:14])=[CH:10][C:9]=2[C:18]2[CH:23]=[CH:22][C:21]([Cl:24])=[CH:20][C:19]=2[Cl:25])=[CH:4][CH:3]=1.[H-].[Na+].[CH:28]([S:30]([CH3:33])(=[O:32])=[O:31])=[CH2:29]. Product: [Cl:1][C:2]1[CH:3]=[CH:4][C:5]([C:8]2[N:12]([CH2:29][CH2:28][S:30]([CH3:33])(=[O:32])=[O:31])[C:11]([C:13]([O:15][CH2:16][CH3:17])=[O:14])=[CH:10][C:9]=2[C:18]2[CH:23]=[CH:22][C:21]([Cl:24])=[CH:20][C:19]=2[Cl:25])=[CH:6][CH:7]=1. The catalyst class is: 3. (7) Reactant: [NH2:1][C:2]1[CH:3]=[C:4]([CH:16]=[CH:17][C:18]=1[Cl:19])[C:5]([NH:7][C@@H:8]([C:10]1[CH:15]=[CH:14][CH:13]=[CH:12][CH:11]=1)[CH3:9])=[O:6].C(N(C(C)C)C(C)C)C.Cl[C:30](=[O:36])[CH2:31][C:32]([O:34][CH3:35])=[O:33]. Product: [CH3:35][O:34][C:32](=[O:33])[CH2:31][C:30]([NH:1][C:2]1[CH:3]=[C:4]([C:5](=[O:6])[NH:7][C@@H:8]([C:10]2[CH:15]=[CH:14][CH:13]=[CH:12][CH:11]=2)[CH3:9])[CH:16]=[CH:17][C:18]=1[Cl:19])=[O:36]. The catalyst class is: 4. (8) Reactant: O[CH2:2][C@H:3]([NH:5][C:6](=[O:12])[O:7][C:8]([CH3:11])([CH3:10])[CH3:9])[CH3:4].C(Br)(Br)(Br)[Br:14].C1(P(C2C=CC=CC=2)C2C=CC=CC=2)C=CC=CC=1.O. Product: [Br:14][CH2:2][C@H:3]([NH:5][C:6](=[O:12])[O:7][C:8]([CH3:11])([CH3:10])[CH3:9])[CH3:4]. The catalyst class is: 2.